From a dataset of Forward reaction prediction with 1.9M reactions from USPTO patents (1976-2016). Predict the product of the given reaction. (1) Given the reactants [CH2:1]([O:3][C:4]([C:6]1[C:7]([CH2:18][OH:19])=[C:8]2[C:13](Cl)=[C:12]([C:15]#[N:16])[CH:11]=[N:10][N:9]2[CH:17]=1)=[O:5])[CH3:2].[O:20]([C:27]1[CH:33]=[CH:32][C:30]([NH2:31])=[CH:29][CH:28]=1)[C:21]1[CH:26]=[CH:25][CH:24]=[CH:23][CH:22]=1.C(N(CC)CC)C, predict the reaction product. The product is: [CH2:1]([O:3][C:4]([C:6]1[C:7]([CH2:18][OH:19])=[C:8]2[C:13]([NH:31][C:30]3[CH:29]=[CH:28][C:27]([O:20][C:21]4[CH:26]=[CH:25][CH:24]=[CH:23][CH:22]=4)=[CH:33][CH:32]=3)=[C:12]([C:15]#[N:16])[CH:11]=[N:10][N:9]2[CH:17]=1)=[O:5])[CH3:2]. (2) Given the reactants [C:1]([C:4]1[CH:9]=[CH:8][CH:7]=[CH:6][CH:5]=1)(=O)[CH3:2].[Li+].C[Si]([N-][Si](C)(C)C)(C)C.[CH:20]1([C:23](Cl)=O)[CH2:22][CH2:21]1.O.[NH2:27][NH2:28], predict the reaction product. The product is: [CH:20]1([C:23]2[NH:28][N:27]=[C:1]([C:4]3[CH:9]=[CH:8][CH:7]=[CH:6][CH:5]=3)[CH:2]=2)[CH2:22][CH2:21]1. (3) Given the reactants [F:1][C:2]1[CH:3]=[CH:4][CH:5]=[C:6]2[C:10]=1[N:9](C(OC(C)(C)C)=O)[C:8]([S:18]([N:21]1[CH2:26][CH2:25][CH2:24][C@@H:23]([C:27]3[C:28]([N:47]([CH3:52])[S:48]([CH3:51])(=[O:50])=[O:49])=[CH:29][C:30]4[O:34][C:33]([C:35]5[CH:40]=[CH:39][C:38]([F:41])=[CH:37][CH:36]=5)=[C:32]([C:42](=[O:45])[NH:43][CH3:44])[C:31]=4[CH:46]=3)[CH2:22]1)(=[O:20])=[O:19])=[CH:7]2.C(O)(C(F)(F)F)=O, predict the reaction product. The product is: [F:1][C:2]1[CH:3]=[CH:4][CH:5]=[C:6]2[C:10]=1[NH:9][C:8]([S:18]([N:21]1[CH2:26][CH2:25][CH2:24][C@@H:23]([C:27]3[C:28]([N:47]([CH3:52])[S:48]([CH3:51])(=[O:50])=[O:49])=[CH:29][C:30]4[O:34][C:33]([C:35]5[CH:36]=[CH:37][C:38]([F:41])=[CH:39][CH:40]=5)=[C:32]([C:42]([NH:43][CH3:44])=[O:45])[C:31]=4[CH:46]=3)[CH2:22]1)(=[O:19])=[O:20])=[CH:7]2. (4) Given the reactants [Cl:1][C:2]1[CH:3]=[CH:4][C:5]2[N:11]([C:12](=[O:30])[C:13]3[CH:18]=[CH:17][C:16]([NH:19][C:20](=[O:28])[C:21]4[CH:26]=[CH:25][CH:24]=[CH:23][C:22]=4[CH3:27])=[CH:15][C:14]=3[CH3:29])[CH2:10][CH2:9][CH2:8][C:7](=[O:31])[C:6]=2[CH:32]=1.[BH4-].[Na+].Cl, predict the reaction product. The product is: [Cl:1][C:2]1[CH:3]=[CH:4][C:5]2[N:11]([C:12](=[O:30])[C:13]3[CH:18]=[CH:17][C:16]([NH:19][C:20](=[O:28])[C:21]4[CH:26]=[CH:25][CH:24]=[CH:23][C:22]=4[CH3:27])=[CH:15][C:14]=3[CH3:29])[CH2:10][CH2:9][CH2:8][CH:7]([OH:31])[C:6]=2[CH:32]=1. (5) Given the reactants [NH2:1][C:2]1[CH:7]=[CH:6][C:5]([C:8]2[C:9]([NH2:17])=[N:10][C:11]([NH2:16])=[N:12][C:13]=2[CH2:14][CH3:15])=[CH:4][C:3]=1[CH3:18].[CH3:19][S:20]([C:23]1[CH:30]=[CH:29][C:26]([CH:27]=O)=[CH:25][CH:24]=1)(=[O:22])=[O:21].[BH3-]C#N.[Na+], predict the reaction product. The product is: [CH2:14]([C:13]1[N:12]=[C:11]([NH2:16])[N:10]=[C:9]([NH2:17])[C:8]=1[C:5]1[CH:6]=[CH:7][C:2]([NH:1][CH2:27][C:26]2[CH:25]=[CH:24][C:23]([S:20]([CH3:19])(=[O:22])=[O:21])=[CH:30][CH:29]=2)=[C:3]([CH3:18])[CH:4]=1)[CH3:15]. (6) Given the reactants [C:1]([NH:5][S:6]([C:9]1[CH:14]=[CH:13][CH:12]=[C:11]([C:15]2[N:23]3[C:18]([CH:19]=[N:20][C:21](O)=[N:22]3)=[CH:17][CH:16]=2)[CH:10]=1)(=[O:8])=[O:7])([CH3:4])([CH3:3])[CH3:2].C1C=CC(N(S(C(F)(F)F)(=O)=O)S(C(F)(F)F)(=O)=O)=CC=1.C(N(CC)C(C)C)(C)C.CN(C)C=O.[CH3:60][C:61]1[O:62][C:63]2[CH:69]=[CH:68][C:67]([NH2:70])=[CH:66][C:64]=2[N:65]=1.Cl, predict the reaction product. The product is: [C:1]([NH:5][S:6]([C:9]1[CH:14]=[CH:13][CH:12]=[C:11]([C:15]2[N:23]3[C:18]([CH:19]=[N:20][C:21]([NH:70][C:67]4[CH:68]=[CH:69][C:63]5[O:62][C:61]([CH3:60])=[N:65][C:64]=5[CH:66]=4)=[N:22]3)=[CH:17][CH:16]=2)[CH:10]=1)(=[O:7])=[O:8])([CH3:2])([CH3:4])[CH3:3]. (7) Given the reactants [F:1][C:2]([F:33])([F:32])[C:3]1[CH:4]=[C:5]([CH:25]=[C:26]([C:28]([F:31])([F:30])[F:29])[CH:27]=1)[CH2:6][N:7]([CH3:24])[C:8](=[O:23])[C:9]1[C:14]([C:15]2[CH:20]=[CH:19][CH:18]=[CH:17][C:16]=2[CH3:21])=[CH:13][C:12](I)=[N:11][CH:10]=1.[CH2:34]([O:36][C:37]([Sn](CCCC)(CCCC)CCCC)=[CH2:38])[CH3:35].[F-].[K+], predict the reaction product. The product is: [F:1][C:2]([F:33])([F:32])[C:3]1[CH:4]=[C:5]([CH:25]=[C:26]([C:28]([F:31])([F:30])[F:29])[CH:27]=1)[CH2:6][N:7]([CH3:24])[C:8](=[O:23])[C:9]1[C:14]([C:15]2[CH:20]=[CH:19][CH:18]=[CH:17][C:16]=2[CH3:21])=[CH:13][C:12]([C:34]([O:36][CH2:37][CH3:38])=[CH2:35])=[N:11][CH:10]=1.